The task is: Predict the product of the given reaction.. This data is from Forward reaction prediction with 1.9M reactions from USPTO patents (1976-2016). (1) The product is: [CH3:26][C:25]([CH3:27])=[CH:24][CH2:23][NH:21][C:18]1[N:17]=[CH:16][N:15]=[C:14]2[C:19]=1[N:20]=[C:3]([S:2][CH3:1])[N:4]2[C@@H:5]1[O:13][C@H:10]([CH2:11][OH:12])[C@@H:8]([OH:9])[C@H:6]1[OH:7]. Given the reactants [CH3:1][S:2][C:3]1[N:4]([C:14]2[N:15]=[CH:16][N:17]=[C:18]([NH2:21])[C:19]=2[N:20]=1)[C@@H:5]1[O:13][C@H:10]([CH2:11][OH:12])[C@@H:8]([OH:9])[C@H:6]1[OH:7].Br[CH2:23][CH:24]=[C:25]([CH3:27])[CH3:26], predict the reaction product. (2) Given the reactants [Cl:1][C:2]1[CH:7]=[C:6](Cl)[N:5]2[N:9]=[C:10]([CH3:13])[C:11]([CH3:12])=[C:4]2[N:3]=1, predict the reaction product. The product is: [Cl:1][C:2]1[CH:7]=[CH:6][N:5]2[N:9]=[C:10]([CH3:13])[C:11]([CH3:12])=[C:4]2[N:3]=1. (3) Given the reactants Br[C:2]1[CH:7]=[C:6]([C:8]2[N:9]=[C:10]([NH:13][C:14]3[CH:19]=[CH:18][CH:17]=[C:16]([CH3:20])[CH:15]=3)[S:11][CH:12]=2)[CH:5]=[CH:4][N:3]=1.[CH3:21][N:22]1[CH2:27][CH2:26][NH:25][CH2:24][CH2:23]1, predict the reaction product. The product is: [CH3:20][C:16]1[CH:15]=[C:14]([NH:13][C:10]2[S:11][CH:12]=[C:8]([C:6]3[CH:5]=[CH:4][N:3]=[C:2]([N:25]4[CH2:26][CH2:27][N:22]([CH3:21])[CH2:23][CH2:24]4)[CH:7]=3)[N:9]=2)[CH:19]=[CH:18][CH:17]=1. (4) Given the reactants [Cl:1][C:2]1[CH:3]=[CH:4][C:5]2[N:11]3[CH:12]=[CH:13][CH:14]=[C:10]3[C@@H:9]([CH2:15][CH:16]([OH:28])[CH2:17][C:18]([N:20]3[CH2:23][CH:22]([C:24]([O:26]C)=[O:25])[CH2:21]3)=[O:19])[O:8][C@H:7]([C:29]3[CH:34]=[CH:33][CH:32]=[C:31]([O:35][CH3:36])[C:30]=3[O:37][CH3:38])[C:6]=2[CH:39]=1.C(=O)([O-])[O-].[K+].[K+], predict the reaction product. The product is: [Cl:1][C:2]1[CH:3]=[CH:4][C:5]2[N:11]3[CH:12]=[CH:13][CH:14]=[C:10]3[C@@H:9]([CH2:15][CH:16]([OH:28])[CH2:17][C:18]([N:20]3[CH2:21][CH:22]([C:24]([OH:26])=[O:25])[CH2:23]3)=[O:19])[O:8][C@H:7]([C:29]3[CH:34]=[CH:33][CH:32]=[C:31]([O:35][CH3:36])[C:30]=3[O:37][CH3:38])[C:6]=2[CH:39]=1.